This data is from Catalyst prediction with 721,799 reactions and 888 catalyst types from USPTO. The task is: Predict which catalyst facilitates the given reaction. Reactant: [CH:1]1([C:4](=[O:10])[CH2:5][C:6]([O:8][CH3:9])=[O:7])[CH2:3][CH2:2]1.[CH:11](OCC)(OCC)OCC.[Br:21][C:22]1[CH:28]=[CH:27][C:25]([NH2:26])=[CH:24][C:23]=1[F:29]. Product: [Br:21][C:22]1[CH:28]=[CH:27][C:25]([NH:26][CH:11]=[C:5]([C:4]([CH:1]2[CH2:3][CH2:2]2)=[O:10])[C:6]([O:8][CH3:9])=[O:7])=[CH:24][C:23]=1[F:29]. The catalyst class is: 2.